From a dataset of Catalyst prediction with 721,799 reactions and 888 catalyst types from USPTO. Predict which catalyst facilitates the given reaction. (1) Reactant: C([O:3][C:4]([C:6]1[C:7]([CH3:27])=[C:8]2[N:13]([CH:14]=1)[N:12]=[CH:11][N:10]=[C:9]2[O:15][C:16]1[C:17]([F:26])=[C:18]2[C:22](=[CH:23][CH:24]=1)[NH:21][C:20]([CH3:25])=[CH:19]2)=O)C.CC(C[AlH]CC(C)C)C.C(O)C. Product: [F:26][C:17]1[C:16]([O:15][C:9]2[C:8]3=[C:7]([CH3:27])[C:6]([CH2:4][OH:3])=[CH:14][N:13]3[N:12]=[CH:11][N:10]=2)=[CH:24][CH:23]=[C:22]2[C:18]=1[CH:19]=[C:20]([CH3:25])[NH:21]2. The catalyst class is: 2. (2) Reactant: [NH2:1][C:2]1[CH:3]=[C:4]([CH:23]=[CH:24][C:25]=1[B:26]1[O:30]C(C)(C)C(C)(C)O1)[C:5]([NH:7][N:8]([C:19]([CH3:22])([CH3:21])[CH3:20])[C:9](=[O:18])[C:10]1[CH:15]=[C:14]([CH3:16])[CH:13]=[C:12]([CH3:17])[CH:11]=1)=[O:6].[N:35]([C:38]1[CH:43]=[CH:42][C:41]([CH3:44])=[CH:40][CH:39]=1)=[C:36]=[O:37]. Product: [C:19]([N:8]([C:9](=[O:18])[C:10]1[CH:15]=[C:14]([CH3:16])[CH:13]=[C:12]([CH3:17])[CH:11]=1)[NH:7][C:5]([C:4]1[CH:23]=[CH:24][C:25]2[B:26]([OH:30])[N:35]([C:38]3[CH:43]=[CH:42][C:41]([CH3:44])=[CH:40][CH:39]=3)[C:36](=[O:37])[NH:1][C:2]=2[CH:3]=1)=[O:6])([CH3:22])([CH3:20])[CH3:21]. The catalyst class is: 12. (3) Reactant: [CH2:1]([CH:3]([C:6]1[N:11]=[C:10]([C:12]([OH:14])=O)[CH:9]=[C:8]([CH3:15])[CH:7]=1)[CH2:4][CH3:5])[CH3:2].[CH3:16][C:17]1([CH3:37])[O:21][C@H:20]([CH2:22][O:23][C:24]2[C:33]([CH3:34])=[CH:32][C:27]([C:28]([NH:30][OH:31])=[NH:29])=[CH:26][C:25]=2[CH2:35][CH3:36])[CH2:19][O:18]1.Cl. Product: [CH3:16][C:17]1([CH3:37])[O:21][C@H:20]([CH2:22][O:23][C:24]2[C:33]([CH3:34])=[CH:32][C:27]([C:28]3[N:30]=[C:12]([C:10]4[CH:9]=[C:8]([CH3:15])[CH:7]=[C:6]([CH:3]([CH2:1][CH3:2])[CH2:4][CH3:5])[N:11]=4)[O:14][N:29]=3)=[CH:26][C:25]=2[CH2:35][CH3:36])[CH2:19][O:18]1.[CH2:35]([C:25]1[CH:26]=[C:27]([C:28]2[N:29]=[C:12]([C:10]3[CH:9]=[C:8]([CH3:15])[CH:7]=[C:6]([CH:3]([CH2:4][CH3:5])[CH2:1][CH3:2])[N:11]=3)[O:31][N:30]=2)[CH:32]=[C:33]([CH3:34])[C:24]=1[O:23][CH2:22][C@@H:20]([OH:21])[CH2:19][OH:18])[CH3:36]. The catalyst class is: 12. (4) Reactant: Cl.[CH3:2][O:3][C:4](=[O:11])[C@H:5]([C@H:7]([CH2:9][CH3:10])[CH3:8])[NH2:6].[O-]S([O-])(=O)=O.[Mg+2].[O:18]1[CH:22]=[CH:21][CH:20]=[C:19]1[CH:23]=O.CCN(CC)CC.[BH4-].[Na+]. Product: [O:18]1[CH:22]=[CH:21][CH:20]=[C:19]1[CH2:23][NH:6][C@@H:5]([C@@H:7]([CH3:8])[CH2:9][CH3:10])[C:4]([O:3][CH3:2])=[O:11]. The catalyst class is: 92. (5) Reactant: [F:1][C:2]1[CH:7]=[CH:6][C:5]([CH2:8][N:9]2[CH2:14][CH2:13][N:12]([S:15]([C:18]3[CH:27]=[CH:26][C:25]([OH:28])=[C:24]4[C:19]=3[CH:20]=[CH:21][CH:22]=[N:23]4)(=[O:17])=[O:16])[CH2:11][CH2:10]2)=[CH:4][CH:3]=1.CCN(C(C)C)C(C)C.[Cl:38]N1C(=O)CCC1=O. Product: [Cl:38][C:26]1[C:25]([OH:28])=[C:24]2[C:19]([CH:20]=[CH:21][CH:22]=[N:23]2)=[C:18]([S:15]([N:12]2[CH2:11][CH2:10][N:9]([CH2:8][C:5]3[CH:6]=[CH:7][C:2]([F:1])=[CH:3][CH:4]=3)[CH2:14][CH2:13]2)(=[O:17])=[O:16])[CH:27]=1. The catalyst class is: 22. (6) Reactant: [Cl:1][C:2]1[CH:3]=[C:4]([CH:9]=[CH:10][C:11]=1[C:12]1[N:16]=[C:15]([C:17]2[N:18]=[C:19]3[C:24]([Cl:25])=[CH:23][C:22]([C:26]([F:29])([F:28])[F:27])=[CH:21][N:20]3[CH:30]=2)[O:14][N:13]=1)[O:5][CH2:6][CH2:7][OH:8].CC(OI1(OC(C)=O)(OC(C)=O)OC(=O)C2C=CC=CC1=2)=O. Product: [Cl:1][C:2]1[CH:3]=[C:4]([CH:9]=[CH:10][C:11]=1[C:12]1[N:16]=[C:15]([C:17]2[N:18]=[C:19]3[C:24]([Cl:25])=[CH:23][C:22]([C:26]([F:29])([F:27])[F:28])=[CH:21][N:20]3[CH:30]=2)[O:14][N:13]=1)[O:5][CH2:6][CH:7]=[O:8]. The catalyst class is: 2. (7) Product: [Cl:10][C:9]1[CH:8]=[C:7]([Cl:11])[CH:6]=[C:5]2[C:4]=1[C:3](=[O:2])[C:14]([C:16]1[CH:21]=[CH:20][C:19]([O:22][CH3:23])=[C:18]([N+:24]([O-:26])=[O:25])[CH:17]=1)([CH3:15])[C:13](=[O:27])[NH:12]2. The catalyst class is: 5. Reactant: C[O:2][C:3](=O)[C:4]1[C:9]([Cl:10])=[CH:8][C:7]([Cl:11])=[CH:6][C:5]=1[NH:12][C:13](=[O:27])[CH:14]([C:16]1[CH:21]=[CH:20][C:19]([O:22][CH3:23])=[C:18]([N+:24]([O-:26])=[O:25])[CH:17]=1)[CH3:15].[Li+].C[Si]([N-][Si](C)(C)C)(C)C.ClCCl. (8) Reactant: [Li+].CC([N-][CH:6]([CH3:8])[CH3:7])C.[OH:9][C:10]1[C:15]([C:16]([O:18]C)=[O:17])=[C:14]([CH3:20])[CH:13]=[CH:12][C:11]=1[C:21]([O:23][CH3:24])=[O:22].CC(C)=O. Product: [CH3:24][O:23][C:21]([C:11]1[C:10]([OH:9])=[C:15]2[C:14]([CH2:20][C:6]([CH3:7])([CH3:8])[O:18][C:16]2=[O:17])=[CH:13][CH:12]=1)=[O:22]. The catalyst class is: 1. (9) Reactant: [CH3:1][C:2]1S[C:5]([C:7]2[C:20]3[C:11](=[CH:12][C:13]4[C:18]([CH:19]=3)=[C:17]([C:21]3[CH:31]=[CH:30][C:24]([C:25]([O:27][CH2:28][CH3:29])=[O:26])=[CH:23][CH:22]=3)[CH:16]=[CH:15][CH:14]=4)[C:10]([CH3:33])([CH3:32])[CH2:9][CH:8]=2)=[CH:4][CH:3]=1.C[C:35]1C=CC(C2(C=O)C3C(=CC=CC=3)C(C)(C)CC2)=C[N:36]=1.C(OP(C(OC)(OC)CCC1C=CC(C(OCC)=O)=CC=1)(OCC)=O)C.COC(OC)C/C(/C1C=CC(C(OCC)=O)=CC=1)=C\C1C=C2C(C(C)(C)CC=C2C2C=CC(C)=CC=2)=CC=1.Cl[Sn](Cl)(Cl)Cl. Product: [CH3:1][C:2]1[N:36]=[CH:35][C:5]([C:7]2[C:20]3[C:11](=[CH:12][C:13]4[C:18]([CH:19]=3)=[C:17]([C:21]3[CH:31]=[CH:30][C:24]([C:25]([O:27][CH2:28][CH3:29])=[O:26])=[CH:23][CH:22]=3)[CH:16]=[CH:15][CH:14]=4)[C:10]([CH3:33])([CH3:32])[CH2:9][CH:8]=2)=[CH:4][CH:3]=1. The catalyst class is: 4. (10) Reactant: [CH:1]1[C:6]([C:7]#[N:8])=[CH:5][C:4]2[C:9]([CH2:12][CH2:13][CH2:14][CH2:15][N:16]3[CH2:21][CH2:20][N:19]([C:22]4[CH:23]=[CH:24][C:25]5[O:30][C:29]([C:31]([NH2:33])=[O:32])=[CH:28][C:26]=5[CH:27]=4)[CH2:18][CH2:17]3)=[CH:10][NH:11][C:3]=2[CH:2]=1.[ClH:34]. Product: [CH:1]1[C:6]([C:7]#[N:8])=[CH:5][C:4]2[C:9]([CH2:12][CH2:13][CH2:14][CH2:15][N:16]3[CH2:17][CH2:18][N:19]([C:22]4[CH:23]=[CH:24][C:25]5[O:30][C:29]([C:31]([NH2:33])=[O:32])=[CH:28][C:26]=5[CH:27]=4)[CH2:20][CH2:21]3)=[CH:10][NH:11][C:3]=2[CH:2]=1.[ClH:34]. The catalyst class is: 9.